Predict the reaction yield, written as a fraction of the theoretical maximum amount of product (1.0 means a 100% yield; for example, 0.34 means a 34% yield). From a dataset of Reaction yield outcomes from USPTO patents with 853,638 reactions. (1) The yield is 0.100. The product is [CH3:9][S:8][C:5]1[N:6]=[CH:7][C:2]2[C:17]3[CH:18]=[CH:19][C:20]([C:22]([O:24][CH3:25])=[O:23])=[CH:21][C:16]=3[NH:15][C:10](=[O:12])[C:3]=2[N:4]=1. The reactants are Br[C:2]1[C:3]([C:10]([O:12]C)=O)=[N:4][C:5]([S:8][CH3:9])=[N:6][CH:7]=1.Cl.[NH2:15][C:16]1[CH:21]=[C:20]([C:22]([O:24][CH3:25])=[O:23])[CH:19]=[CH:18][C:17]=1B(O)O.C([O-])(=O)C.[Na+]. The catalyst is CN(C=O)C. (2) The reactants are [CH2:1]([O:3][C:4]([CH:6]1[CH2:11][CH2:10][CH:9]([OH:12])[CH2:8][CH2:7]1)=[O:5])[CH3:2].N1C=CN=C1.[C:18]([Si:22]([CH3:25])([CH3:24])Cl)([CH3:21])([CH3:20])[CH3:19]. The catalyst is C1COCC1.CN(C1C=CN=CC=1)C.C(OCC)(=O)C.[Cl-].[NH4+]. The product is [CH2:1]([O:3][C:4]([CH:6]1[CH2:11][CH2:10][CH:9]([O:12][Si:22]([C:18]([CH3:21])([CH3:20])[CH3:19])([CH3:25])[CH3:24])[CH2:8][CH2:7]1)=[O:5])[CH3:2]. The yield is 0.770.